The task is: Regression. Given a peptide amino acid sequence and an MHC pseudo amino acid sequence, predict their binding affinity value. This is MHC class I binding data.. This data is from Peptide-MHC class I binding affinity with 185,985 pairs from IEDB/IMGT. The MHC is HLA-B15:17 with pseudo-sequence HLA-B15:17. The peptide sequence is TRDHVNLVL. The binding affinity (normalized) is 0.0847.